From a dataset of Forward reaction prediction with 1.9M reactions from USPTO patents (1976-2016). Predict the product of the given reaction. (1) Given the reactants [C:1]([O:5][C:6]([NH:8][C:9]1[CH:14]=[CH:13][CH:12]=[CH:11][C:10]=1[NH:15][C:16]([C:18]1[S:19][C:20](Br)=[CH:21][CH:22]=1)=[O:17])=[O:7])([CH3:4])([CH3:3])[CH3:2].[N:24]1[CH:29]=[CH:28][CH:27]=[C:26](B(O)O)[CH:25]=1.C(=O)([O-])O.[Na+], predict the reaction product. The product is: [C:1]([O:5][C:6]([NH:8][C:9]1[CH:14]=[CH:13][CH:12]=[CH:11][C:10]=1[NH:15][C:16]([C:18]1[S:19][C:20]([C:26]2[CH:25]=[N:24][CH:29]=[CH:28][CH:27]=2)=[CH:21][CH:22]=1)=[O:17])=[O:7])([CH3:4])([CH3:3])[CH3:2]. (2) Given the reactants [OH-].C([N+](C)(C)C)C1C=CC=CC=1.[CH3:13][O:14][C:15]1[CH:16]=[C:17]([CH:21]([CH2:24][C:25]2[CH:30]=[CH:29][CH:28]=[CH:27][CH:26]=2)[C:22]#[N:23])[CH:18]=[CH:19][CH:20]=1.[C:31]([O:35][CH2:36]C)(=[O:34])[CH:32]=C, predict the reaction product. The product is: [CH3:36][O:35][C:31](=[O:34])[CH2:32][C:21]([CH2:24][C:25]1[CH:30]=[CH:29][CH:28]=[CH:27][CH:26]=1)([C:22]#[N:23])[C:17]1[CH:18]=[CH:19][CH:20]=[C:15]([O:14][CH3:13])[CH:16]=1. (3) The product is: [CH3:8][O:9][C:10]([C:12]1([NH:20][C:31](=[O:32])[CH2:30][C:28]2[CH:29]=[C:24]([CH:21]3[CH2:22][CH2:23]3)[C:25]([CH3:35])=[CH:26][C:27]=2[CH3:34])[CH2:17][CH2:16][N:15]([O:18][CH3:19])[CH2:14][CH2:13]1)=[O:11]. Given the reactants C(=O)([O-])[O-].[K+].[K+].Cl.[CH3:8][O:9][C:10]([C:12]1([NH2:20])[CH2:17][CH2:16][N:15]([O:18][CH3:19])[CH2:14][CH2:13]1)=[O:11].[CH:21]1([C:24]2[C:25]([CH3:35])=[CH:26][C:27]([CH3:34])=[C:28]([CH2:30][C:31](Cl)=[O:32])[CH:29]=2)[CH2:23][CH2:22]1, predict the reaction product. (4) The product is: [NH:3]1[C:11]2[C:6](=[CH:7][C:8]([C:25]3[CH:32]=[CH:31][C:28]([C:29]#[N:30])=[CH:27][CH:26]=3)=[CH:9][CH:10]=2)[CH:5]=[CH:4]1. Given the reactants N#N.[NH:3]1[C:11]2[C:6](=[CH:7][C:8](B(O)O)=[CH:9][CH:10]=2)[CH:5]=[CH:4]1.C(Cl)Cl.C([O-])([O-])=O.[Na+].[Na+].Br[C:25]1[CH:32]=[CH:31][C:28]([C:29]#[N:30])=[CH:27][CH:26]=1, predict the reaction product.